From a dataset of NCI-60 drug combinations with 297,098 pairs across 59 cell lines. Regression. Given two drug SMILES strings and cell line genomic features, predict the synergy score measuring deviation from expected non-interaction effect. (1) Drug 1: CN1C(=O)N2C=NC(=C2N=N1)C(=O)N. Drug 2: C1=CN(C=N1)CC(O)(P(=O)(O)O)P(=O)(O)O. Cell line: T-47D. Synergy scores: CSS=-1.82, Synergy_ZIP=1.86, Synergy_Bliss=-0.0207, Synergy_Loewe=-5.43, Synergy_HSA=-4.02. (2) Drug 1: C1=CC(=CC=C1CCC2=CNC3=C2C(=O)NC(=N3)N)C(=O)NC(CCC(=O)O)C(=O)O. Drug 2: CCN(CC)CCCC(C)NC1=C2C=C(C=CC2=NC3=C1C=CC(=C3)Cl)OC. Cell line: NCI-H322M. Synergy scores: CSS=24.7, Synergy_ZIP=-0.846, Synergy_Bliss=-2.85, Synergy_Loewe=-0.282, Synergy_HSA=0.232. (3) Drug 1: CC1=CC2C(CCC3(C2CCC3(C(=O)C)OC(=O)C)C)C4(C1=CC(=O)CC4)C. Drug 2: CCN(CC)CCNC(=O)C1=C(NC(=C1C)C=C2C3=C(C=CC(=C3)F)NC2=O)C. Cell line: SF-539. Synergy scores: CSS=-2.35, Synergy_ZIP=-1.52, Synergy_Bliss=-3.92, Synergy_Loewe=-10.6, Synergy_HSA=-4.22. (4) Drug 1: C1=NC2=C(N1)C(=S)N=C(N2)N. Drug 2: CC1=C(C(=CC=C1)Cl)NC(=O)C2=CN=C(S2)NC3=CC(=NC(=N3)C)N4CCN(CC4)CCO. Cell line: BT-549. Synergy scores: CSS=21.9, Synergy_ZIP=-7.40, Synergy_Bliss=-0.000621, Synergy_Loewe=-10.5, Synergy_HSA=-0.487. (5) Drug 1: CC1CCC2CC(C(=CC=CC=CC(CC(C(=O)C(C(C(=CC(C(=O)CC(OC(=O)C3CCCCN3C(=O)C(=O)C1(O2)O)C(C)CC4CCC(C(C4)OC)O)C)C)O)OC)C)C)C)OC. Drug 2: CS(=O)(=O)CCNCC1=CC=C(O1)C2=CC3=C(C=C2)N=CN=C3NC4=CC(=C(C=C4)OCC5=CC(=CC=C5)F)Cl. Cell line: DU-145. Synergy scores: CSS=27.4, Synergy_ZIP=8.19, Synergy_Bliss=14.7, Synergy_Loewe=8.67, Synergy_HSA=9.07. (6) Drug 1: CCC1=C2CN3C(=CC4=C(C3=O)COC(=O)C4(CC)O)C2=NC5=C1C=C(C=C5)O. Drug 2: C1CN1C2=NC(=NC(=N2)N3CC3)N4CC4. Cell line: UACC-257. Synergy scores: CSS=21.0, Synergy_ZIP=-4.55, Synergy_Bliss=-2.62, Synergy_Loewe=-2.84, Synergy_HSA=0.177. (7) Drug 1: C1CCC(CC1)NC(=O)N(CCCl)N=O. Drug 2: CCCCC(=O)OCC(=O)C1(CC(C2=C(C1)C(=C3C(=C2O)C(=O)C4=C(C3=O)C=CC=C4OC)O)OC5CC(C(C(O5)C)O)NC(=O)C(F)(F)F)O. Cell line: OVCAR3. Synergy scores: CSS=10.8, Synergy_ZIP=5.15, Synergy_Bliss=0.660, Synergy_Loewe=-1.11, Synergy_HSA=-0.764. (8) Drug 1: CS(=O)(=O)OCCCCOS(=O)(=O)C. Drug 2: C1C(C(OC1N2C=NC(=NC2=O)N)CO)O. Cell line: SF-295. Synergy scores: CSS=5.81, Synergy_ZIP=-2.91, Synergy_Bliss=2.31, Synergy_Loewe=0.872, Synergy_HSA=1.33. (9) Drug 1: CCCCC(=O)OCC(=O)C1(CC(C2=C(C1)C(=C3C(=C2O)C(=O)C4=C(C3=O)C=CC=C4OC)O)OC5CC(C(C(O5)C)O)NC(=O)C(F)(F)F)O. Drug 2: COCCOC1=C(C=C2C(=C1)C(=NC=N2)NC3=CC=CC(=C3)C#C)OCCOC.Cl. Cell line: SK-OV-3. Synergy scores: CSS=19.3, Synergy_ZIP=13.1, Synergy_Bliss=15.7, Synergy_Loewe=17.2, Synergy_HSA=18.1.